This data is from Reaction yield outcomes from USPTO patents with 853,638 reactions. The task is: Predict the reaction yield, written as a fraction of the theoretical maximum amount of product (1.0 means a 100% yield; for example, 0.34 means a 34% yield). (1) The reactants are [C:1]([O:5][C:6]([N:8]1[CH2:13][CH2:12][C:11](=[C:14]([C:27]2[CH:32]=[CH:31][CH:30]=[CH:29][CH:28]=2)[C:15]2[CH:16]=[N:17][N:18](CC3C=CC=CC=3)[CH:19]=2)[CH2:10][CH2:9]1)=[O:7])([CH3:4])([CH3:3])[CH3:2].CC(C)([O-])C.[K+].O=O. The catalyst is CS(C)=O. The product is [C:1]([O:5][C:6]([N:8]1[CH2:9][CH2:10][C:11](=[C:14]([C:27]2[CH:28]=[CH:29][CH:30]=[CH:31][CH:32]=2)[C:15]2[CH:16]=[N:17][NH:18][CH:19]=2)[CH2:12][CH2:13]1)=[O:7])([CH3:4])([CH3:2])[CH3:3]. The yield is 0.390. (2) The reactants are [F:1][C:2]1[C:10]([C:11]([F:14])([F:13])[F:12])=[N:9][CH:8]=[CH:7][C:3]=1[C:4]([OH:6])=O.F[P-](F)(F)(F)(F)F.N1(O[P+](N(C)C)(N(C)C)N(C)C)C2C=CC=CC=2N=N1.[O:42]1[C:46]2([CH2:51][CH2:50][NH:49][CH2:48][CH2:47]2)[O:45][CH2:44][CH2:43]1.C(=O)(O)[O-].[Na+]. The catalyst is CCO.O.C(N(CC)CC)C.CN(C)C=O. The product is [F:1][C:2]1[C:10]([C:11]([F:14])([F:13])[F:12])=[N:9][CH:8]=[CH:7][C:3]=1[C:4]([N:49]1[CH2:50][CH2:51][C:46]2([O:45][CH2:44][CH2:43][O:42]2)[CH2:47][CH2:48]1)=[O:6]. The yield is 0.830.